From a dataset of Forward reaction prediction with 1.9M reactions from USPTO patents (1976-2016). Predict the product of the given reaction. Given the reactants [CH2:1]1[O:5][C:4]2[CH:6]=[C:7]([Cl:12])[C:8]([CH2:10]O)=[CH:9][C:3]=2[O:2]1.P(Br)(Br)[Br:14], predict the reaction product. The product is: [Br:14][CH2:10][C:8]1[C:7]([Cl:12])=[CH:6][C:4]2[O:5][CH2:1][O:2][C:3]=2[CH:9]=1.